This data is from Forward reaction prediction with 1.9M reactions from USPTO patents (1976-2016). The task is: Predict the product of the given reaction. Given the reactants [C:1]([C:4]1[S:5][CH:6]=[CH:7][CH:8]=1)(=[O:3])[CH3:2].[Si:9](OS(C(F)(F)F)(=O)=O)([CH:16]([CH3:18])[CH3:17])([CH:13]([CH3:15])[CH3:14])[CH:10]([CH3:12])[CH3:11].CCN(C(C)C)C(C)C, predict the reaction product. The product is: [CH:10]([Si:9]([CH:16]([CH3:18])[CH3:17])([CH:13]([CH3:15])[CH3:14])[O:3][C:1]([C:4]1[S:5][CH:6]=[CH:7][CH:8]=1)=[CH2:2])([CH3:12])[CH3:11].